This data is from Peptide-MHC class I binding affinity with 185,985 pairs from IEDB/IMGT. The task is: Regression. Given a peptide amino acid sequence and an MHC pseudo amino acid sequence, predict their binding affinity value. This is MHC class I binding data. (1) The peptide sequence is PPFTQHLLNI. The MHC is HLA-B35:01 with pseudo-sequence HLA-B35:01. The binding affinity (normalized) is 0. (2) The peptide sequence is PRIVARQI. The MHC is HLA-B27:05 with pseudo-sequence HLA-B27:05. The binding affinity (normalized) is 0. (3) The peptide sequence is ELDDLLVDL. The MHC is HLA-A02:06 with pseudo-sequence HLA-A02:06. The binding affinity (normalized) is 0.0837. (4) The peptide sequence is DAMPGVLSY. The MHC is HLA-A26:01 with pseudo-sequence HLA-A26:01. The binding affinity (normalized) is 0.909. (5) The peptide sequence is VVKLTAVCMK. The binding affinity (normalized) is 0.271. The MHC is HLA-A33:01 with pseudo-sequence HLA-A33:01. (6) The peptide sequence is NIADAARHY. The MHC is HLA-A31:01 with pseudo-sequence HLA-A31:01. The binding affinity (normalized) is 0.212.